This data is from Full USPTO retrosynthesis dataset with 1.9M reactions from patents (1976-2016). The task is: Predict the reactants needed to synthesize the given product. Given the product [CH2:26]([O:25][C:23](=[O:24])[CH:22]([NH:20][C:21]([NH:1][C:2]1[CH:19]=[CH:18][CH:17]=[C:4]([CH2:5][C:6]2[C:15]3[CH2:14][CH2:13][CH2:12][CH2:11][C:10]=3[C:9](=[O:16])[NH:8][N:7]=2)[CH:3]=1)=[O:37])[CH3:28])[CH3:27], predict the reactants needed to synthesize it. The reactants are: [NH2:1][C:2]1[CH:3]=[C:4]([CH:17]=[CH:18][CH:19]=1)[CH2:5][C:6]1[C:15]2[CH2:14][CH2:13][CH2:12][CH2:11][C:10]=2[C:9](=[O:16])[NH:8][N:7]=1.[N+:20]([CH:22]([CH3:28])[C:23]([O:25][CH2:26][CH3:27])=[O:24])#[C-:21].CCCCCC.C(OCC)(=[O:37])C.